This data is from Catalyst prediction with 721,799 reactions and 888 catalyst types from USPTO. The task is: Predict which catalyst facilitates the given reaction. Reactant: [N:1]([O-])=O.[Na+].[NH2:5][C:6]1[CH:11]=[CH:10][C:9]([CH2:12][C:13]([O:15][CH2:16][CH3:17])=[O:14])=[CH:8][CH:7]=1.[Sn](Cl)[Cl:19]. Product: [ClH:19].[NH:5]([C:6]1[CH:7]=[CH:8][C:9]([CH2:12][C:13]([O:15][CH2:16][CH3:17])=[O:14])=[CH:10][CH:11]=1)[NH2:1]. The catalyst class is: 223.